From a dataset of Forward reaction prediction with 1.9M reactions from USPTO patents (1976-2016). Predict the product of the given reaction. (1) Given the reactants [CH2:1]([O:3][C:4](=[O:23])[CH:5]([CH2:14][C:15]1[CH:20]=[CH:19][CH:18]=[C:17](OC)[CH:16]=1)[C:6](=[O:13])[C:7]1[CH:12]=[CH:11][CH:10]=[CH:9][CH:8]=1)[CH3:2].[C:24]1([Mg]Cl)[CH:29]=[CH:28][CH:27]=[CH:26][CH:25]=1.C1C[O:35][CH2:34]C1, predict the reaction product. The product is: [CH2:1]([O:3][C:4]([C:5]1[C:6]([OH:13])([C:7]2[CH:12]=[CH:11][CH:10]=[CH:9][CH:8]=2)[C:24]2[C:29]([C:14]=1[C:15]1[CH:16]=[CH:17][CH:18]=[CH:19][CH:20]=1)=[CH:28][CH:27]=[C:26]([O:35][CH3:34])[CH:25]=2)=[O:23])[CH3:2]. (2) The product is: [Cl:34][C:31]1[CH:32]=[CH:33][C:28]([N:20]2[C:19]([CH:12]([CH:13]3[CH2:18][CH2:17][CH2:16][CH2:15][CH2:14]3)/[CH:11]=[CH:10]/[C:7]3[CH:8]=[CH:9][C:4]([C:3]([OH:35])=[O:2])=[CH:5][CH:6]=3)=[C:27]3[C:22]([CH2:23][CH2:24][CH2:25][CH2:26]3)=[N:21]2)=[CH:29][CH:30]=1. Given the reactants C[O:2][C:3](=[O:35])[C:4]1[CH:9]=[CH:8][C:7](/[CH:10]=[CH:11]/[CH:12]([C:19]2[N:20]([C:28]3[CH:33]=[CH:32][C:31]([Cl:34])=[CH:30][CH:29]=3)[N:21]=[C:22]3[C:27]=2[CH2:26][CH2:25][CH2:24][CH2:23]3)[CH:13]2[CH2:18][CH2:17][CH2:16][CH2:15][CH2:14]2)=[CH:6][CH:5]=1.[OH-].[Na+], predict the reaction product. (3) Given the reactants [N:1]1([CH2:7][CH2:8][CH2:9][O-:10])[CH2:6][CH2:5][CH2:4][CH2:3][CH2:2]1.[Na+].[CH3:12][C:13]([CH3:18])([CH3:17])[CH2:14][CH2:15]Cl.C1OCCOCCOCCOCCOC1.O, predict the reaction product. The product is: [N:1]1([CH2:7][CH2:8][CH2:9][O:10][CH2:15][CH2:14][C:13]([CH3:18])([CH3:17])[CH3:12])[CH2:6][CH2:5][CH2:4][CH2:3][CH2:2]1. (4) Given the reactants [F:1][C:2]1[CH:3]=[C:4]2[C:9](=[CH:10][CH:11]=1)[O:8][C:7]([CH3:13])([CH3:12])[CH2:6][C:5]2=O.[H][H].C([OH:19])C, predict the reaction product. The product is: [CH3:12][C:7]([OH:19])([CH2:6][CH2:5][C:4]1[CH:3]=[C:2]([F:1])[CH:11]=[CH:10][C:9]=1[OH:8])[CH3:13].